This data is from Peptide-MHC class II binding affinity with 134,281 pairs from IEDB. The task is: Regression. Given a peptide amino acid sequence and an MHC pseudo amino acid sequence, predict their binding affinity value. This is MHC class II binding data. (1) The peptide sequence is IIFSQNMNIKLKMPL. The MHC is HLA-DPA10103-DPB10401 with pseudo-sequence HLA-DPA10103-DPB10401. The binding affinity (normalized) is 0.318. (2) The peptide sequence is KRVPMALQHFGWEVM. The MHC is DRB3_0202 with pseudo-sequence DRB3_0202. The binding affinity (normalized) is 0.382. (3) The peptide sequence is QASPDLLRGLLSTFI. The MHC is DRB3_0101 with pseudo-sequence DRB3_0101. The binding affinity (normalized) is 0.202. (4) The peptide sequence is INSPTAAAIAYGLDR. The MHC is HLA-DQA10102-DQB10602 with pseudo-sequence HLA-DQA10102-DQB10602. The binding affinity (normalized) is 0.798. (5) The peptide sequence is KPVSKMRMATPLLMQALP. The MHC is HLA-DQA10501-DQB10201 with pseudo-sequence HLA-DQA10501-DQB10201. The binding affinity (normalized) is 0.685. (6) The peptide sequence is PDPTKLILQLLKDFL. The MHC is HLA-DQA10102-DQB10602 with pseudo-sequence HLA-DQA10102-DQB10602. The binding affinity (normalized) is 0.541. (7) The peptide sequence is IQGNVTSIHSLLDEG. The MHC is HLA-DQA10501-DQB10201 with pseudo-sequence HLA-DQA10501-DQB10201. The binding affinity (normalized) is 0.519.